From a dataset of Forward reaction prediction with 1.9M reactions from USPTO patents (1976-2016). Predict the product of the given reaction. (1) Given the reactants [Cl:1][C:2]1[CH:3]=[CH:4][C:5]([OH:10])=[C:6]([CH:9]=1)[CH:7]=[O:8].[H-].[Na+].[CH3:13]I.[Cl-].[NH4+], predict the reaction product. The product is: [Cl:1][C:2]1[CH:3]=[CH:4][C:5]([O:10][CH3:13])=[C:6]([CH:9]=1)[CH:7]=[O:8]. (2) Given the reactants [F:1][C:2]1[CH:7]=[CH:6][CH:5]=[CH:4][C:3]=1[N:8]1[C:16]2[C:11](=[C:12]([N:17]3[CH2:21][CH2:20][N:19]([CH2:22][C:23](O)=[O:24])[C:18]3=[O:26])[CH:13]=[CH:14][CH:15]=2)[CH:10]=[N:9]1.Cl.[C@H:28]12[CH2:34][C@H:31]([NH:32][CH2:33]1)[CH2:30][O:29]2.C(N(C(C)C)C(C)C)C.CN(C(ON1N=NC2C=CC=NC1=2)=[N+](C)C)C.F[P-](F)(F)(F)(F)F, predict the reaction product. The product is: [F:1][C:2]1[CH:7]=[CH:6][CH:5]=[CH:4][C:3]=1[N:8]1[C:16]2[C:11](=[C:12]([N:17]3[CH2:21][CH2:20][N:19]([CH2:22][C:23]([N:32]4[CH2:33][C@@H:28]5[CH2:34][C@H:31]4[CH2:30][O:29]5)=[O:24])[C:18]3=[O:26])[CH:13]=[CH:14][CH:15]=2)[CH:10]=[N:9]1. (3) Given the reactants C1CN([P+](ON2N=NC3C=CC=CC2=3)(N2CCCC2)N2CCCC2)CC1.F[P-](F)(F)(F)(F)F.C(N(CC)C(C)C)(C)C.[Cl:43][C:44]1[CH:45]=[CH:46][C:47]2[N:53]3[C:54]([CH:57]([CH3:59])[CH3:58])=[N:55][N:56]=[C:52]3[CH:51]([CH2:60][C:61](O)=[O:62])[O:50][CH:49]([C:64]3[CH:69]=[CH:68][CH:67]=[C:66]([O:70][CH3:71])[C:65]=3[O:72][CH3:73])[C:48]=2[CH:74]=1.[NH:75]1[CH2:79][CH2:78][CH:77]([C:80]([O:82][C:83]([CH3:86])([CH3:85])[CH3:84])=[O:81])[CH2:76]1, predict the reaction product. The product is: [Cl:43][C:44]1[CH:45]=[CH:46][C:47]2[N:53]3[C:54]([CH:57]([CH3:59])[CH3:58])=[N:55][N:56]=[C:52]3[CH:51]([CH2:60][C:61]([N:75]3[CH2:79][CH2:78][CH:77]([C:80]([O:82][C:83]([CH3:86])([CH3:85])[CH3:84])=[O:81])[CH2:76]3)=[O:62])[O:50][CH:49]([C:64]3[CH:69]=[CH:68][CH:67]=[C:66]([O:70][CH3:71])[C:65]=3[O:72][CH3:73])[C:48]=2[CH:74]=1. (4) Given the reactants C([O:5][C:6](=[O:28])[CH2:7][N:8]1[C:12]2[CH:13]=[CH:14][CH:15]=[CH:16][C:11]=2[N:10]=[C:9]1[S:17][CH2:18][CH2:19][NH:20][C:21]([O:23][C:24]([CH3:27])([CH3:26])[CH3:25])=[O:22])(C)(C)C.C1COCC1.Cl, predict the reaction product. The product is: [C:24]([O:23][C:21]([NH:20][CH2:19][CH2:18][S:17][C:9]1[N:8]([CH2:7][C:6]([OH:28])=[O:5])[C:12]2[CH:13]=[CH:14][CH:15]=[CH:16][C:11]=2[N:10]=1)=[O:22])([CH3:27])([CH3:25])[CH3:26]. (5) Given the reactants [CH2:1]([O:3][C:4](=[O:22])[CH:5]([NH:14][C:15]1[CH:20]=[CH:19][C:18]([F:21])=[CH:17][CH:16]=1)[C:6](=[N:8]NC(OC)=O)[CH3:7])[CH3:2].[S-:23][C:24]#N.[K+], predict the reaction product. The product is: [F:21][C:18]1[CH:17]=[CH:16][C:15]([N:14]2[C:5]([C:4]([O:3][CH2:1][CH3:2])=[O:22])=[C:6]([CH3:7])[N:8]=[C:24]2[SH:23])=[CH:20][CH:19]=1. (6) Given the reactants C(OC([N:8]([CH2:19][C:20]1[CH:34]=[CH:33][C:23]([C:24]([NH:26][CH:27]([CH3:32])[C:28]([O:30][CH3:31])=[O:29])=[O:25])=[CH:22][CH:21]=1)[C@H:9]1[CH2:14][CH2:13][C@H:12]([C:15]([CH3:18])([CH3:17])[CH3:16])[CH2:11][CH2:10]1)=O)(C)(C)C.[C:35]([OH:41])([C:37]([F:40])([F:39])[F:38])=[O:36], predict the reaction product. The product is: [F:38][C:37]([F:40])([F:39])[C:35]([OH:41])=[O:36].[C:15]([C@H:12]1[CH2:11][CH2:10][C@H:9]([NH:8][CH2:19][C:20]2[CH:21]=[CH:22][C:23]([C:24]([NH:26][CH:27]([CH3:32])[C:28]([O:30][CH3:31])=[O:29])=[O:25])=[CH:33][CH:34]=2)[CH2:14][CH2:13]1)([CH3:17])([CH3:16])[CH3:18]. (7) The product is: [CH2:1]([O:3][P:4]([C:9]([C:35]#[N:36])([CH3:37])[CH2:10][C:11]([CH3:34])=[CH:12][CH2:13][C:14]1[C:15]([O:27][CH2:28][CH2:29][Si:30]([CH3:31])([CH3:32])[CH3:33])=[C:16]2[C:20](=[C:21]([CH3:25])[C:22]=1[O:23][CH3:24])[CH2:19][O:18][C:17]2=[O:26])(=[O:8])[O:5][CH2:6][CH3:7])[CH3:2]. Given the reactants [CH2:1]([O:3][P:4]([CH:9]([C:35]#[N:36])[CH2:10][C:11]([CH3:34])=[CH:12][CH2:13][C:14]1[C:15]([O:27][CH2:28][CH2:29][Si:30]([CH3:33])([CH3:32])[CH3:31])=[C:16]2[C:20](=[C:21]([CH3:25])[C:22]=1[O:23][CH3:24])[CH2:19][O:18][C:17]2=[O:26])(=[O:8])[O:5][CH2:6][CH3:7])[CH3:2].[CH3:37][Si]([N-][Si](C)(C)C)(C)C.[Na+].IC, predict the reaction product. (8) Given the reactants [C:1]([O:5][C:6](=[O:15])[NH:7][CH2:8][C:9](=[O:14])NCOC)([CH3:4])([CH3:3])[CH3:2].C([Mg]Cl)(C)C.[C:21]1([Mg]Cl)[CH:26]=[CH:25][CH:24]=[CH:23][CH:22]=1.C(O)(=O)C, predict the reaction product. The product is: [C:1]([O:5][C:6](=[O:15])[NH:7][CH2:8][C:9](=[O:14])[C:21]1[CH:26]=[CH:25][CH:24]=[CH:23][CH:22]=1)([CH3:2])([CH3:3])[CH3:4]. (9) Given the reactants [CH2:1]([N:4]([CH2:42][CH2:43][CH3:44])[C:5]([C:7]1[CH:8]=[C:9]([CH:39]=[CH:40][CH:41]=1)[C:10]([NH:12][C@@H:13]([CH2:32][C:33]1[CH:38]=CC=C[CH:34]=1)[CH2:14][NH:15][C@H:16]([C:18]([NH:20][C@H:21]([C:25]([NH:27][CH2:28][CH:29]([CH3:31])[CH3:30])=[O:26])[CH:22]([CH3:24])[CH3:23])=[O:19])[CH3:17])=[O:11])=[O:6])[CH2:2][CH3:3].C(O)(=O)C.C(O[BH-](OC(=O)C)OC(=O)C)(=O)C.[Na+], predict the reaction product. The product is: [CH2:42]([N:4]([CH2:1][CH2:2][CH3:3])[C:5]([C:7]1[CH:8]=[C:9]([CH:39]=[CH:40][CH:41]=1)[C:10]([NH:12][C@@H:13]([CH2:32][CH:33]([CH3:38])[CH3:34])[CH2:14][NH:15][C@H:16]([C:18]([NH:20][C@H:21]([C:25]([NH:27][CH2:28][CH:29]([CH3:30])[CH3:31])=[O:26])[CH:22]([CH3:24])[CH3:23])=[O:19])[CH3:17])=[O:11])=[O:6])[CH2:43][CH3:44].